Dataset: Full USPTO retrosynthesis dataset with 1.9M reactions from patents (1976-2016). Task: Predict the reactants needed to synthesize the given product. (1) Given the product [CH3:19][O:18][CH2:17][CH2:16][CH2:15][N:1]1[CH:5]=[C:4]([C:6]2[CH:11]=[C:10]([C:12]#[N:13])[CH:9]=[CH:8][N:7]=2)[N:3]=[CH:2]1, predict the reactants needed to synthesize it. The reactants are: [NH:1]1[CH:5]=[C:4]([C:6]2[CH:11]=[C:10]([C:12]#[N:13])[CH:9]=[CH:8][N:7]=2)[N:3]=[CH:2]1.Br[CH2:15][CH2:16][CH2:17][O:18][CH3:19]. (2) Given the product [C:49]([C:42]1[CH:43]=[CH:44][C:45]2[C:46]3[C:47](=[O:48])[C:35]4[CH:34]=[C:33]([CH2:31][CH3:32])[C:54]([O:55][S:23]([C:26]([F:29])([F:28])[F:27])(=[O:24])=[O:22])=[CH:53][C:36]=4[C:37]([CH3:52])([CH3:51])[C:38]=3[NH:39][C:40]=2[N:41]=1)#[N:50], predict the reactants needed to synthesize it. The reactants are: C(C1C=C2C(C3C(=O)C4C=CC([O:22][S:23]([C:26]([F:29])([F:28])[F:27])(=O)=[O:24])=CC=4C(C)(C)C=3N2)=CC=1)#N.[CH2:31]([C:33]1[C:54]([OH:55])=[CH:53][C:36]2[C:37]([CH3:52])([CH3:51])[C:38]3[NH:39][C:40]4[N:41]=[C:42]([C:49]#[N:50])[CH:43]=[CH:44][C:45]=4[C:46]=3[C:47](=[O:48])[C:35]=2[CH:34]=1)[CH3:32]. (3) Given the product [C:1]([CH2:3][C:4]1([N:10]2[CH:14]=[C:13]([C:15]3[C:16]4[CH:23]=[CH:22][N:21]([CH2:24][O:25][CH2:26][CH2:27][Si:28]([CH3:31])([CH3:30])[CH3:29])[C:17]=4[N:18]=[CH:19][N:20]=3)[CH:12]=[N:11]2)[CH2:7][CH:6]([C:8]#[N:9])[CH2:5]1)#[N:2], predict the reactants needed to synthesize it. The reactants are: [C:1]([CH:3]=[C:4]1[CH2:7][CH:6]([C:8]#[N:9])[CH2:5]1)#[N:2].[NH:10]1[CH:14]=[C:13]([C:15]2[C:16]3[CH:23]=[CH:22][N:21]([CH2:24][O:25][CH2:26][CH2:27][Si:28]([CH3:31])([CH3:30])[CH3:29])[C:17]=3[N:18]=[CH:19][N:20]=2)[CH:12]=[N:11]1.C(#N)C.N12CCCN=C1CCCCC2. (4) Given the product [OH:1][CH2:2][CH:3]([NH:4][C:5](=[O:26])[C:6]1[CH:11]=[CH:10][C:9]([O:12][CH3:13])=[C:8](/[CH:14]=[CH:15]/[C:16]2[CH:17]=[CH:18][C:19]([C:22]([F:23])([F:25])[F:24])=[CH:20][CH:21]=2)[CH:7]=1)[CH3:30], predict the reactants needed to synthesize it. The reactants are: [OH:1][CH:2](CO)[CH2:3][NH:4][C:5](=[O:26])[C:6]1[CH:11]=[CH:10][C:9]([O:12][CH3:13])=[C:8](/[CH:14]=[CH:15]/[C:16]2[CH:21]=[CH:20][C:19]([C:22]([F:25])([F:24])[F:23])=[CH:18][CH:17]=2)[CH:7]=1.N[CH:30](C)CO.